Dataset: Forward reaction prediction with 1.9M reactions from USPTO patents (1976-2016). Task: Predict the product of the given reaction. Given the reactants [O:1]1[C:8]2[CH:7]=[C:6]([C:9](=[O:13])[S:10][CH2:11]Cl)[NH:5][C:4]=2[CH:3]=[CH:2]1.[Na+].[I-:15], predict the reaction product. The product is: [O:1]1[C:8]2[CH:7]=[C:6]([C:9](=[O:13])[S:10][CH2:11][I:15])[NH:5][C:4]=2[CH:3]=[CH:2]1.